This data is from TCR-epitope binding with 47,182 pairs between 192 epitopes and 23,139 TCRs. The task is: Binary Classification. Given a T-cell receptor sequence (or CDR3 region) and an epitope sequence, predict whether binding occurs between them. (1) The epitope is NEGVKAAW. The TCR CDR3 sequence is CSAPGQLYNEQFF. Result: 0 (the TCR does not bind to the epitope). (2) The epitope is VVYRGTTTY. The TCR CDR3 sequence is CATSSPRGEGGSPLHF. Result: 0 (the TCR does not bind to the epitope).